Dataset: Full USPTO retrosynthesis dataset with 1.9M reactions from patents (1976-2016). Task: Predict the reactants needed to synthesize the given product. (1) Given the product [OH:2][C:3]1[CH:4]=[C:5]2[C:9](=[CH:10][CH:11]=1)[NH:8][N:7]=[CH:6]2, predict the reactants needed to synthesize it. The reactants are: C[O:2][C:3]1[CH:4]=[C:5]2[C:9](=[CH:10][CH:11]=1)[NH:8][N:7]=[CH:6]2.B(Br)(Br)Br.[OH-].[Na+]. (2) Given the product [CH2:10]([O:12][C:13](=[O:34])[C:14]1[CH:19]=[C:18]([N:20]2[C:24]([CH3:25])=[CH:23][CH:22]=[C:21]2[C:26]2[CH:31]=[C:30]([Cl:32])[CH:29]=[CH:28][C:27]=2[O:33][CH2:6][C:5]2[CH:8]=[CH:9][C:2]([F:1])=[CH:3][CH:4]=2)[CH:17]=[N:16][CH:15]=1)[CH3:11], predict the reactants needed to synthesize it. The reactants are: [F:1][C:2]1[CH:9]=[CH:8][C:5]([CH2:6]Br)=[CH:4][CH:3]=1.[CH2:10]([O:12][C:13](=[O:34])[C:14]1[CH:19]=[C:18]([N:20]2[C:24]([CH3:25])=[CH:23][CH:22]=[C:21]2[C:26]2[CH:31]=[C:30]([Cl:32])[CH:29]=[CH:28][C:27]=2[OH:33])[CH:17]=[N:16][CH:15]=1)[CH3:11].C([O-])([O-])=O.[K+].[K+]. (3) Given the product [N:16]([CH2:2][C:3]1([OH:1])[CH2:8][CH2:7][N:6]([C:9]([O:11][C:12]([CH3:15])([CH3:14])[CH3:13])=[O:10])[CH2:5][CH2:4]1)=[N+:17]=[N-:18], predict the reactants needed to synthesize it. The reactants are: [O:1]1[C:3]2([CH2:8][CH2:7][N:6]([C:9]([O:11][C:12]([CH3:15])([CH3:14])[CH3:13])=[O:10])[CH2:5][CH2:4]2)[CH2:2]1.[N-:16]=[N+:17]=[N-:18].[Na+]. (4) Given the product [Br:18][C:16]1[CH:17]=[C:12]2[C:13](=[CH:14][CH:15]=1)[NH:19][C:3](=[O:2])[C:4]2([CH3:5])[C:6]1[CH:11]=[CH:10][CH:9]=[CH:8][CH:7]=1, predict the reactants needed to synthesize it. The reactants are: C[O:2][C:3](=O)[C:4]([C:12]1[CH:17]=[C:16]([Br:18])[CH:15]=[CH:14][C:13]=1[N+:19]([O-])=O)([C:6]1[CH:11]=[CH:10][CH:9]=[CH:8][CH:7]=1)[CH3:5]. (5) Given the product [CH2:21]([C:28]1[CH:29]=[CH:30][C:31]([O:34][CH2:2][CH2:3][CH2:4][O:5][C:6]2[CH:11]=[CH:10][C:9]([CH2:12][CH:13]([O:17][CH3:18])[C:14]([OH:16])=[O:15])=[CH:8][C:7]=2[O:19][CH3:20])=[CH:32][CH:33]=1)[C:22]1[CH:23]=[CH:24][CH:25]=[CH:26][CH:27]=1, predict the reactants needed to synthesize it. The reactants are: Br[CH2:2][CH2:3][CH2:4][O:5][C:6]1[CH:11]=[CH:10][C:9]([CH2:12][CH:13]([O:17][CH3:18])[C:14]([OH:16])=[O:15])=[CH:8][C:7]=1[O:19][CH3:20].[CH2:21]([C:28]1[CH:33]=[CH:32][C:31]([OH:34])=[CH:30][CH:29]=1)[C:22]1[CH:27]=[CH:26][CH:25]=[CH:24][CH:23]=1. (6) Given the product [C:48]1([CH2:54][C:55]([NH:16][C:13]2[CH:14]=[CH:15][C:10]([C:9]3[CH:8]=[CH:7][N:6]=[C:5]4[NH:1][CH:2]=[CH:3][C:4]=34)=[CH:11][CH:12]=2)=[O:56])[CH:53]=[CH:52][CH:51]=[CH:50][CH:49]=1, predict the reactants needed to synthesize it. The reactants are: [NH:1]1[C:5]2=[N:6][CH:7]=[CH:8][C:9]([C:10]3[CH:15]=[CH:14][C:13]([NH2:16])=[CH:12][CH:11]=3)=[C:4]2[CH:3]=[CH:2]1.CCN=C=NCCCN(C)C.Cl.C1C=CC2N(O)N=NC=2C=1.C(N(CC)C(C)C)(C)C.[C:48]1([CH2:54][C:55](O)=[O:56])[CH:53]=[CH:52][CH:51]=[CH:50][CH:49]=1. (7) Given the product [NH2:38][C:39]1([C:43]2[CH:44]=[CH:45][C:46]([C:49]3[C:62](=[O:63])[C:61]4[C:52](=[C:53]5[C:58](=[CH:59][CH:60]=4)[NH:57][C:56](=[O:64])[CH2:55][O:54]5)[O:51][C:50]=3[C:65]3[CH:70]=[CH:69][CH:68]=[CH:67][CH:66]=3)=[CH:47][CH:48]=2)[CH2:42][CH2:41][CH2:40]1, predict the reactants needed to synthesize it. The reactants are: NC1(C2C=CC(C3C(=O)C4C(OC=3C3C=CC=CC=3)=C3C(=CC=4)NN=C3)=CC=2)CCC1.C(OC(=O)[NH:38][C:39]1([C:43]2[CH:48]=[CH:47][C:46]([C:49]3[C:62](=[O:63])[C:61]4[C:52](=[C:53]5[C:58](=[CH:59][CH:60]=4)[NH:57][C:56](=[O:64])[CH2:55][O:54]5)[O:51][C:50]=3[C:65]3[CH:70]=[CH:69][CH:68]=[CH:67][CH:66]=3)=[CH:45][CH:44]=2)[CH2:42][CH2:41][CH2:40]1)(C)(C)C. (8) Given the product [CH:19]1([CH:16]([NH2:17])[CH:13]2[CH2:14][CH2:15][NH:11][CH2:12]2)[CH2:21][CH2:20]1, predict the reactants needed to synthesize it. The reactants are: C(OC([N:11]1[CH2:15][CH2:14][CH:13]([C:16]([CH:19]2[CH2:21][CH2:20]2)=[N:17]O)[CH2:12]1)=O)C1C=CC=CC=1.[H][H]. (9) The reactants are: [F:1][C:2]1[CH:7]=[CH:6][C:5]([NH:8][C:9]([C:11]2[C:15]([NH:16][CH:17]3[CH2:22][CH2:21][CH2:20][CH2:19][CH2:18]3)=[CH:14][NH:13][N:12]=2)=[O:10])=[CH:4][CH:3]=1.[C:23]1(=O)CCCCC1.C=O. Given the product [F:1][C:2]1[CH:3]=[CH:4][C:5]([NH:8][C:9]([C:11]2[C:15]([N:16]([CH:17]3[CH2:18][CH2:19][CH2:20][CH2:21][CH2:22]3)[CH3:23])=[CH:14][NH:13][N:12]=2)=[O:10])=[CH:6][CH:7]=1, predict the reactants needed to synthesize it. (10) Given the product [CH2:1]([O:3][C:4](=[O:22])[CH2:5][CH2:6][C:7]1[C:15]2[C:10]3=[C:11]([O:16][CH2:17][CH2:18][N:9]3[C:8]=1[C:19]([O:21][CH3:23])=[O:20])[CH:12]=[CH:13][CH:14]=2)[CH3:2], predict the reactants needed to synthesize it. The reactants are: [CH2:1]([O:3][C:4](=[O:22])[CH2:5][CH2:6][C:7]1[C:15]2[C:10]3=[C:11]([O:16][CH2:17][CH2:18][N:9]3[C:8]=1[C:19]([OH:21])=[O:20])[CH:12]=[CH:13][CH:14]=2)[CH3:2].[C:23]([O-])([O-])=O.[K+].[K+].CI.